This data is from NCI-60 drug combinations with 297,098 pairs across 59 cell lines. The task is: Regression. Given two drug SMILES strings and cell line genomic features, predict the synergy score measuring deviation from expected non-interaction effect. Drug 1: CCC1=CC2CC(C3=C(CN(C2)C1)C4=CC=CC=C4N3)(C5=C(C=C6C(=C5)C78CCN9C7C(C=CC9)(C(C(C8N6C)(C(=O)OC)O)OC(=O)C)CC)OC)C(=O)OC.C(C(C(=O)O)O)(C(=O)O)O. Drug 2: CCC1(CC2CC(C3=C(CCN(C2)C1)C4=CC=CC=C4N3)(C5=C(C=C6C(=C5)C78CCN9C7C(C=CC9)(C(C(C8N6C)(C(=O)OC)O)OC(=O)C)CC)OC)C(=O)OC)O.OS(=O)(=O)O. Cell line: SW-620. Synergy scores: CSS=70.2, Synergy_ZIP=-0.825, Synergy_Bliss=0.0815, Synergy_Loewe=2.32, Synergy_HSA=2.65.